Dataset: Full USPTO retrosynthesis dataset with 1.9M reactions from patents (1976-2016). Task: Predict the reactants needed to synthesize the given product. (1) Given the product [CH:24]([OH:23])=[O:45].[CH:18]([N:17]1[C:11]2[CH:10]=[C:9]([NH:8][C:6]3[CH:5]=[CH:4][N:3]=[C:2]([N:27]4[CH2:28][CH2:29][C@@H:24]([O:23][CH3:22])[C@H:25]([NH:30][S:31]([CH3:34])(=[O:32])=[O:33])[CH2:26]4)[N:7]=3)[N:14]=[CH:13][C:12]=2[N:15]=[C:16]1[CH3:21])([CH3:20])[CH3:19].[CH:42]([O-:45])=[O:23], predict the reactants needed to synthesize it. The reactants are: Cl[C:2]1[N:7]=[C:6]([NH:8][C:9]2[N:14]=[CH:13][C:12]3[N:15]=[C:16]([CH3:21])[N:17]([CH:18]([CH3:20])[CH3:19])[C:11]=3[CH:10]=2)[CH:5]=[CH:4][N:3]=1.[CH3:22][O:23][C@@H:24]1[CH2:29][CH2:28][NH:27][CH2:26][C@H:25]1[NH:30][S:31]([CH3:34])(=[O:33])=[O:32].C(N(CC)CC)C.[CH:42]([OH:45])(C)C. (2) Given the product [O:7]=[C:6]([C:8]1[CH:13]=[N:12][CH:11]=[CH:10][N:9]=1)[CH2:15][C:14]([O:17][CH3:18])=[O:16], predict the reactants needed to synthesize it. The reactants are: C[O-].[Na+].CO[C:6]([C:8]1[CH:13]=[N:12][CH:11]=[CH:10][N:9]=1)=[O:7].[C:14]([O:17][CH3:18])(=[O:16])[CH3:15]. (3) Given the product [NH2:58][CH:59]([C:62]1[CH:63]=[C:64]([CH:69]=[CH:70][CH:71]=1)[C:65]([O:67][CH3:68])=[O:66])[CH2:60][NH:61][C:17]([C:13]1[N:8]2[CH:9]=[C:10]([CH3:12])[CH:11]=[C:6]([O:5][CH2:4][C:3]3[C:2]([F:1])=[CH:23][CH:22]=[CH:21][C:20]=3[F:24])[C:7]2=[N:15][C:14]=1[CH3:16])=[O:18], predict the reactants needed to synthesize it. The reactants are: [F:1][C:2]1[CH:23]=[CH:22][CH:21]=[C:20]([F:24])[C:3]=1[CH2:4][O:5][C:6]1[C:7]2[N:8]([C:13]([C:17](O)=[O:18])=[C:14]([CH3:16])[N:15]=2)[CH:9]=[C:10]([CH3:12])[CH:11]=1.CN(C(ON1N=NC2C=CC=NC1=2)=[N+](C)C)C.F[P-](F)(F)(F)(F)F.C(N(CC)C(C)C)(C)C.[NH2:58][CH:59]([C:62]1[CH:63]=[C:64]([CH:69]=[CH:70][CH:71]=1)[C:65]([O:67][CH3:68])=[O:66])[CH2:60][NH2:61].C(O)(C(F)(F)F)=O. (4) Given the product [C:47]([C:17]1[CH:16]([C:13]2[CH:14]=[CH:15][C:10]([C:8]#[N:9])=[CH:11][CH:12]=2)[N:21]2[N:22]=[C:23]([NH:25][C:26]([C:27]3[CH:32]=[CH:31][CH:30]=[CH:29][C:28]=3[C:2]([OH:3])=[O:5])=[O:35])[N:24]=[C:20]2[N:19]([C:36]2[CH:41]=[CH:40][CH:39]=[C:38]([C:42]([F:44])([F:43])[F:45])[CH:37]=2)[C:18]=1[CH3:46])#[N:48], predict the reactants needed to synthesize it. The reactants are: O.[C:2](=[O:5])([O-])[O-:3].[K+].[K+].[C:8]([C:10]1[CH:15]=[CH:14][C:13]([CH:16]2[N:21]3[N:22]=[C:23]([N:25]4C(=O)[C:32]5[C:27](=[CH:28][CH:29]=[CH:30][CH:31]=5)[C:26]4=[O:35])[N:24]=[C:20]3[N:19]([C:36]3[CH:41]=[CH:40][CH:39]=[C:38]([C:42]([F:45])([F:44])[F:43])[CH:37]=3)[C:18]([CH3:46])=[C:17]2[C:47]#[N:48])=[CH:12][CH:11]=1)#[N:9].Cl. (5) Given the product [Cl:1][C:2]1[CH:7]=[CH:6][C:5]([NH:8][CH2:9][C@@H:11]2[CH2:15][CH2:14][C@H:13]([C:16]3[CH2:17][C:18]([O:24][CH3:25])([O:38][CH3:37])[CH:19]=[CH:20][CH:21]=3)[NH:12]2)=[CH:4][C:3]=1[O:26][CH3:27], predict the reactants needed to synthesize it. The reactants are: [Cl:1][C:2]1[CH:7]=[CH:6][C:5]([NH:8][C:9]([C@@H:11]2[CH2:15][CH2:14][C@H:13]([C:16]3[CH:21]=[CH:20][C:19](OC)=[C:18]([O:24][CH3:25])[CH:17]=3)[NH:12]2)=O)=[CH:4][C:3]=1[O:26][CH3:27].C1(C)C=CC=CC=1.C1C[O:38][CH2:37]C1. (6) Given the product [CH3:15][C:14]([Si:11]([CH3:13])([CH3:12])[O:10][CH2:9][CH2:8][O:18][C:19]1[CH:20]=[C:21]2[C:25](=[CH:26][CH:27]=1)[N:24]([C:28]([O:30][C:31]([CH3:32])([CH3:33])[CH3:34])=[O:29])[C:23]([C:35]([O:37][CH2:38][CH3:39])=[O:36])=[CH:22]2)([CH3:17])[CH3:16], predict the reactants needed to synthesize it. The reactants are: C(=O)([O-])[O-].[Cs+].[Cs+].Br[CH2:8][CH2:9][O:10][Si:11]([C:14]([CH3:17])([CH3:16])[CH3:15])([CH3:13])[CH3:12].[OH:18][C:19]1[CH:20]=[C:21]2[C:25](=[CH:26][CH:27]=1)[N:24]([C:28]([O:30][C:31]([CH3:34])([CH3:33])[CH3:32])=[O:29])[C:23]([C:35]([O:37][CH2:38][CH3:39])=[O:36])=[CH:22]2.CCOC(C)=O. (7) Given the product [Cl:8][C:9]1[CH:10]=[C:11]2[CH:17]=[CH:16][N:15]([C:18]([O:20][C:21]([CH3:24])([CH3:23])[CH3:22])=[O:19])[C:12]2=[CH:13][N:14]=1, predict the reactants needed to synthesize it. The reactants are: C(N(CC)CC)C.[Cl:8][C:9]1[CH:10]=[C:11]2[CH:17]=[CH:16][NH:15][C:12]2=[CH:13][N:14]=1.[C:18](O[C:18]([O:20][C:21]([CH3:24])([CH3:23])[CH3:22])=[O:19])([O:20][C:21]([CH3:24])([CH3:23])[CH3:22])=[O:19]. (8) Given the product [Cl:1][C:2]1[CH:3]=[CH:4][C:5]([O:25][CH2:35][C:34]2[CH:37]=[CH:38][CH:39]=[CH:40][C:33]=2[F:32])=[C:6]([CH2:8][N:9]2[C:13]([CH3:14])=[CH:12][C:11]([C:15]([NH:17][CH2:18][C:19]3[CH:24]=[CH:23][CH:22]=[CH:21][N:20]=3)=[O:16])=[N:10]2)[CH:7]=1, predict the reactants needed to synthesize it. The reactants are: [Cl:1][C:2]1[CH:3]=[CH:4][C:5]([OH:25])=[C:6]([CH2:8][N:9]2[C:13]([CH3:14])=[CH:12][C:11]([C:15]([NH:17][CH2:18][C:19]3[CH:24]=[CH:23][CH:22]=[CH:21][N:20]=3)=[O:16])=[N:10]2)[CH:7]=1.C(=O)([O-])[O-].[K+].[K+].[F:32][C:33]1[CH:40]=[CH:39][CH:38]=[CH:37][C:34]=1[CH2:35]Br. (9) Given the product [Br:20][C:18]1[CH:19]=[C:14]([C@@:4]2([CH3:13])[N:3]=[C:2]([NH:1][C:29](=[O:30])[O:31][C:32]([CH3:35])([CH3:34])[CH3:33])[C:7]3([CH2:10][CH2:9][CH2:8]3)[S:6](=[O:11])(=[O:12])[CH2:5]2)[C:15]([F:21])=[N:16][CH:17]=1, predict the reactants needed to synthesize it. The reactants are: [NH2:1][C:2]1[C:7]2([CH2:10][CH2:9][CH2:8]2)[S:6](=[O:12])(=[O:11])[CH2:5][C@:4]([C:14]2[C:15]([F:21])=[N:16][CH:17]=[C:18]([Br:20])[CH:19]=2)([CH3:13])[N:3]=1.C(N(CC)CC)C.[C:29](O[C:29]([O:31][C:32]([CH3:35])([CH3:34])[CH3:33])=[O:30])([O:31][C:32]([CH3:35])([CH3:34])[CH3:33])=[O:30].